From a dataset of Forward reaction prediction with 1.9M reactions from USPTO patents (1976-2016). Predict the product of the given reaction. (1) Given the reactants C([N:8]([CH2:14][C:15](=[O:18])[NH:16][CH3:17])[CH2:9][C:10]([NH:12][CH3:13])=[O:11])C1C=CC=CC=1, predict the reaction product. The product is: [CH3:17][NH:16][C:15](=[O:18])[CH2:14][NH:8][CH2:9][C:10](=[O:11])[NH:12][CH3:13]. (2) Given the reactants [Si:1]([O:8][CH2:9][C@@H:10]([NH:20]C(C1C=CC=CC=1)(C1C=CC=CC=1)C1C=CC=CC=1)[CH2:11][NH:12][C:13](=[O:19])[O:14][C:15]([CH3:18])([CH3:17])[CH3:16])([C:4]([CH3:7])([CH3:6])[CH3:5])([CH3:3])[CH3:2].B(F)(F)F.CCOCC.[OH-].[Na+], predict the reaction product. The product is: [NH2:20][C@H:10]([CH2:9][O:8][Si:1]([C:4]([CH3:7])([CH3:6])[CH3:5])([CH3:2])[CH3:3])[CH2:11][NH:12][C:13](=[O:19])[O:14][C:15]([CH3:17])([CH3:18])[CH3:16]. (3) The product is: [NH2:1][C:2]1[N:3]([C:14]([O:16][C:17]([CH3:20])([CH3:19])[CH3:18])=[O:15])[CH:4]=[C:5]([CH2:7][CH2:8][CH2:9][CH2:10][CH2:11][C:12]2[N:23]=[N:22][N:21]([CH2:24][CH2:25][NH:26][C:27](=[O:41])[C:28]3[CH:33]=[CH:32][C:31]([CH2:34][CH2:35][CH2:36][CH2:37][CH2:38][CH2:39][CH3:40])=[CH:30][CH:29]=3)[CH:13]=2)[N:6]=1. Given the reactants [NH2:1][C:2]1[N:3]([C:14]([O:16][C:17]([CH3:20])([CH3:19])[CH3:18])=[O:15])[CH:4]=[C:5]([CH2:7][CH2:8][CH2:9][CH2:10][CH2:11][C:12]#[CH:13])[N:6]=1.[N:21]([CH2:24][CH2:25][NH:26][C:27](=[O:41])[C:28]1[CH:33]=[CH:32][C:31]([CH2:34][CH2:35][CH2:36][CH2:37][CH2:38][CH2:39][CH3:40])=[CH:30][CH:29]=1)=[N+:22]=[N-:23], predict the reaction product. (4) Given the reactants CC1C=CC(S(O[CH2:12][CH:13]([NH:19][C:20]([O:22][C:23]([CH3:26])([CH3:25])[CH3:24])=[O:21])[C:14]2[CH:18]=[CH:17][S:16][CH:15]=2)(=O)=O)=CC=1.[C-:27]#[N:28].[Na+].[Na+].[Cl-], predict the reaction product. The product is: [C:27]([CH2:12][CH:13]([NH:19][C:20](=[O:21])[O:22][C:23]([CH3:24])([CH3:25])[CH3:26])[C:14]1[CH:18]=[CH:17][S:16][CH:15]=1)#[N:28]. (5) The product is: [CH3:1][S:2]([C:5]1[CH:6]=[C:7]([C:11]2[S:15][C:14]([C:16]3[N:20]([C:21]4[CH:22]=[C:23]([NH:24][C:37]([NH2:36])=[O:38])[CH:25]=[CH:26][CH:27]=4)[N:19]=[C:18]([C:28]([F:31])([F:29])[F:30])[CH:17]=3)=[CH:13][CH:12]=2)[CH:8]=[CH:9][CH:10]=1)(=[O:4])=[O:3]. Given the reactants [CH3:1][S:2]([C:5]1[CH:6]=[C:7]([C:11]2[S:15][C:14]([C:16]3[N:20]([C:21]4[CH:22]=[C:23]([CH:25]=[CH:26][CH:27]=4)[NH2:24])[N:19]=[C:18]([C:28]([F:31])([F:30])[F:29])[CH:17]=3)=[CH:13][CH:12]=2)[CH:8]=[CH:9][CH:10]=1)(=[O:4])=[O:3].C[Si]([N:36]=[C:37]=[O:38])(C)C.C(N(CC)CC)C.[F-].C([N+](CCCC)(CCCC)CCCC)CCC, predict the reaction product. (6) Given the reactants Cl[C:2]1[CH:11]=[CH:10][N:9]=[C:8]2[C:3]=1[C:4]1[CH:16]=[CH:15][CH:14]=[C:13]([OH:17])[C:5]=1[C:6](=[O:12])[NH:7]2.[NH2:18][C:19]1[CH:24]=[CH:23][C:22]([NH:25][C:26](=[O:38])[C:27]2[CH:32]=[CH:31][C:30]([F:33])=[CH:29][C:28]=2[C:34]([F:37])([F:36])[F:35])=[CH:21][CH:20]=1, predict the reaction product. The product is: [F:33][C:30]1[CH:31]=[CH:32][C:27]([C:26]([NH:25][C:22]2[CH:21]=[CH:20][C:19]([NH:18][C:2]3[CH:11]=[CH:10][N:9]=[C:8]4[C:3]=3[C:4]3[CH:16]=[CH:15][CH:14]=[C:13]([OH:17])[C:5]=3[C:6](=[O:12])[NH:7]4)=[CH:24][CH:23]=2)=[O:38])=[C:28]([C:34]([F:35])([F:36])[F:37])[CH:29]=1. (7) Given the reactants [Si]([O:8][C@@H:9]1[CH2:13][C:12](=[O:14])[N:11]([C:15]2[CH:22]=[CH:21][C:18]([C:19]#[N:20])=[C:17]([Cl:23])[CH:16]=2)[C@H:10]1[CH2:24][CH3:25])(C(C)(C)C)(C)C.CO.Cl.C(=O)([O-])O.[Na+], predict the reaction product. The product is: [Cl:23][C:17]1[CH:16]=[C:15]([N:11]2[C:12](=[O:14])[CH2:13][C@@H:9]([OH:8])[C@@H:10]2[CH2:24][CH3:25])[CH:22]=[CH:21][C:18]=1[C:19]#[N:20].